From a dataset of TCR-epitope binding with 47,182 pairs between 192 epitopes and 23,139 TCRs. Binary Classification. Given a T-cell receptor sequence (or CDR3 region) and an epitope sequence, predict whether binding occurs between them. (1) The epitope is HPVGEADYFEY. The TCR CDR3 sequence is CASSLAAEWGNIQYF. Result: 0 (the TCR does not bind to the epitope). (2) The epitope is YFPLQSYGF. The TCR CDR3 sequence is CASSLRQGNQPQHF. Result: 0 (the TCR does not bind to the epitope). (3) The epitope is VLAWLYAAV. The TCR CDR3 sequence is CASRSGAETFF. Result: 0 (the TCR does not bind to the epitope). (4) The epitope is ELAGIGILTV. The TCR CDR3 sequence is CASSAKGLGNTIYF. Result: 1 (the TCR binds to the epitope). (5) The epitope is FVDGVPFVV. The TCR CDR3 sequence is CASSSTNLFYEQYF. Result: 1 (the TCR binds to the epitope). (6) The epitope is FIAGLIAIV. The TCR CDR3 sequence is CASSDFLAGNEQFF. Result: 1 (the TCR binds to the epitope). (7) The epitope is PROT_97E67BCC. The TCR CDR3 sequence is CASSRRTTVGTDTQYF. Result: 1 (the TCR binds to the epitope).